Task: Predict the reaction yield, written as a fraction of the theoretical maximum amount of product (1.0 means a 100% yield; for example, 0.34 means a 34% yield).. Dataset: Reaction yield outcomes from USPTO patents with 853,638 reactions (1) The reactants are [N:1]1[C:6]2[CH2:7][CH2:8][S:9][C:5]=2C(O)=[N:3][C:2]=1O.CCN(C1C=CC=CC=1)CC.P(Cl)(Cl)([Cl:25])=O.C1COCC1.Cl[CH2:34][Cl:35]. The catalyst is O. The product is [Cl:25][C:2]1[N:3]=[C:34]([Cl:35])[C:5]2[S:9][CH:8]=[CH:7][C:6]=2[N:1]=1. The yield is 0.880. (2) The reactants are [CH2:1]([C@@H:5]1[N:10]([C:11](=[O:25])[C:12]2[CH:17]=[CH:16][C:15](OC3C=CC=CC=3)=[CH:14][CH:13]=2)[CH2:9][C@H:8]([CH2:26][CH:27]([CH3:29])[CH3:28])[NH:7][C:6]1=[O:30])[CH:2]([CH3:4])[CH3:3].C([C@@H]1NC[C@H](CC(C)C)NC1=O)C(C)C.C1(C2[O:53][N:52]=C(C(O)=O)C=2)CC1. No catalyst specified. The product is [CH:15]1([C:16]2[O:53][N:52]=[C:12]([C:11]([N:10]3[CH2:9][C@H:8]([CH2:26][CH:27]([CH3:28])[CH3:29])[NH:7][C:6](=[O:30])[C@@H:5]3[CH2:1][CH:2]([CH3:3])[CH3:4])=[O:25])[CH:17]=2)[CH2:14][CH2:13]1. The yield is 0.748.